From a dataset of Forward reaction prediction with 1.9M reactions from USPTO patents (1976-2016). Predict the product of the given reaction. (1) Given the reactants C([N:3](C(=O)C1C=CC(O)=CC=1)[C:4]1[CH:9]=[C:8]([O:10][CH3:11])[CH:7]=[CH:6][C:5]=1[C@@H:12]1[CH2:21][CH2:20][C:19]2[CH:18]=[C:17]([O:22]C(=O)C(C)(C)C)[CH:16]=[CH:15][C:14]=2[CH2:13]1)C.Br[CH2:39][C:40]([N:42]1[CH2:47][CH2:46][CH2:45][C:44]([CH3:49])([CH3:48])[CH2:43]1)=O, predict the reaction product. The product is: [CH3:48][C:44]1([CH3:49])[CH2:45][CH2:46][CH2:47][N:42]([CH2:40][CH2:39][O:10][C:8]2[CH:9]=[CH:4][C:5]([CH2:12][CH2:13][CH2:14][NH:3][C:4]3[CH:9]=[C:8]([O:10][CH3:11])[CH:7]=[CH:6][C:5]=3[C@@H:12]3[CH2:21][CH2:20][C:19]4[CH:18]=[C:17]([OH:22])[CH:16]=[CH:15][C:14]=4[CH2:13]3)=[CH:6][CH:7]=2)[CH2:43]1. (2) Given the reactants [CH2:1]([O:8][C:9]([C:11]1[NH:12][CH:13]=[C:14]([C:16](=[O:27])[NH:17][CH:18]2[CH2:23][CH2:22][N:21]([CH:24]([CH3:26])[CH3:25])[CH2:20][CH2:19]2)[CH:15]=1)=[O:10])[C:2]1[CH:7]=[CH:6][CH:5]=[CH:4][CH:3]=1.C([O-])([O-])=O.[Cs+].[Cs+].Br[CH2:35][C:36]([NH:38][C:39]1[CH:44]=[CH:43][C:42]([Cl:45])=[CH:41][N:40]=1)=[O:37], predict the reaction product. The product is: [CH2:1]([O:8][C:9]([C:11]1[N:12]([CH2:35][C:36](=[O:37])[NH:38][C:39]2[CH:44]=[CH:43][C:42]([Cl:45])=[CH:41][N:40]=2)[CH:13]=[C:14]([C:16](=[O:27])[NH:17][CH:18]2[CH2:23][CH2:22][N:21]([CH:24]([CH3:25])[CH3:26])[CH2:20][CH2:19]2)[CH:15]=1)=[O:10])[C:2]1[CH:7]=[CH:6][CH:5]=[CH:4][CH:3]=1. (3) Given the reactants [CH3:1][N:2]1[CH2:7][CH2:6][CH:5]([N:8]2[CH2:14][CH2:13][CH2:12][CH2:11][C:10]3[CH:15]=[CH:16][CH:17]=[CH:18][C:9]2=3)[CH2:4][CH2:3]1.C1C(=O)N([Br:26])C(=O)C1, predict the reaction product. The product is: [Br:26][C:16]1[CH:17]=[CH:18][C:9]2[N:8]([CH:5]3[CH2:4][CH2:3][N:2]([CH3:1])[CH2:7][CH2:6]3)[CH2:14][CH2:13][CH2:12][CH2:11][C:10]=2[CH:15]=1.